Dataset: Forward reaction prediction with 1.9M reactions from USPTO patents (1976-2016). Task: Predict the product of the given reaction. (1) Given the reactants [OH:1][C:2]1[CH:6]([CH:7]([CH3:9])[CH3:8])[NH:5][C:4](=[O:10])[CH:3]=1.[CH:11](=O)[C:12]1[CH:17]=[CH:16][CH:15]=[CH:14][CH:13]=1.[NH:19]1[C:27]2[C:22](=[CH:23][CH:24]=[CH:25][CH:26]=2)[C:21]([CH2:28][CH2:29][NH:30][C:31](=[O:38])[C:32]2[CH:37]=[CH:36][CH:35]=[CH:34][CH:33]=2)=[CH:20]1, predict the reaction product. The product is: [OH:1][C:2]1[CH:6]([CH:7]([CH3:9])[CH3:8])[NH:5][C:4](=[O:10])[C:3]=1[CH:11]([C:12]1[CH:17]=[CH:16][CH:15]=[CH:14][CH:13]=1)[C:20]1[NH:19][C:27]2[C:22]([C:21]=1[CH2:28][CH2:29][NH:30][C:31](=[O:38])[C:32]1[CH:37]=[CH:36][CH:35]=[CH:34][CH:33]=1)=[CH:23][CH:24]=[CH:25][CH:26]=2. (2) Given the reactants [Li:1]CCCC.[CH:6]([NH:9][CH:10]([CH3:12])[CH3:11])([CH3:8])[CH3:7].[CH3:13][C:14]1[N:22]=[C:21]([C:23]([F:26])([F:25])[F:24])[CH:20]=[CH:19][C:15]=1[C:16]([OH:18])=O.[CH3:27][O:28][C:29]1[CH:36]=[CH:35][C:32]([C:33]#[N:34])=[CH:31][CH:30]=1, predict the reaction product. The product is: [Li+:1].[CH3:7][CH:6]([N-:9][CH:10]([CH3:12])[CH3:11])[CH3:8].[CH3:27][O:28][C:29]1[CH:36]=[CH:35][C:32]([C:33]2[N:34]=[C:16]([OH:18])[C:15]3[CH:19]=[CH:20][C:21]([C:23]([F:26])([F:25])[F:24])=[N:22][C:14]=3[CH:13]=2)=[CH:31][CH:30]=1.